This data is from Forward reaction prediction with 1.9M reactions from USPTO patents (1976-2016). The task is: Predict the product of the given reaction. (1) Given the reactants [O:1]=[C:2]1[CH2:7][CH2:6][S:5][CH2:4][C:3]1=[CH:8][C:9]1[CH:14]=[CH:13][C:12]([CH:15]([CH3:23])[C:16]([O:18]C(C)(C)C)=[O:17])=[CH:11][CH:10]=1.FC(F)(F)C(O)=O, predict the reaction product. The product is: [O:1]=[C:2]1[CH2:7][CH2:6][S:5][CH2:4][C:3]1=[CH:8][C:9]1[CH:14]=[CH:13][C:12]([CH:15]([CH3:23])[C:16]([OH:18])=[O:17])=[CH:11][CH:10]=1. (2) Given the reactants [S:1]([NH2:5])([NH2:4])(=[O:3])=[O:2].N12CCCN=C1CCCCC2.O1CCOCC1.N[C:24]([C:36]1[CH:37]=[N:38][C:39]([Cl:42])=[CH:40][CH:41]=1)([CH3:35])[C:25]([C:27]1[CH:32]=[CH:31][C:30]([Cl:33])=[C:29]([F:34])[CH:28]=1)=O, predict the reaction product. The product is: [Cl:42][C:39]1[CH:40]=[CH:41][C:36]([C:24]2([CH3:35])[C:25]([C:27]3[CH:32]=[CH:31][C:30]([Cl:33])=[C:29]([F:34])[CH:28]=3)=[N:5][S:1](=[O:3])(=[O:2])[NH:4]2)=[CH:37][N:38]=1. (3) Given the reactants [F:1][C:2]1[CH:7]=[C:6]([O:8]C)[CH:5]=[C:4]([O:10]C)[CH:3]=1.B(Br)(Br)Br.CO, predict the reaction product. The product is: [F:1][C:2]1[CH:3]=[C:4]([OH:10])[CH:5]=[C:6]([OH:8])[CH:7]=1.